Dataset: Reaction yield outcomes from USPTO patents with 853,638 reactions. Task: Predict the reaction yield, written as a fraction of the theoretical maximum amount of product (1.0 means a 100% yield; for example, 0.34 means a 34% yield). (1) The reactants are C(NC(C)C)(C)C.[Li]CCCC.[Br:13][C:14]1[CH:19]=[CH:18][C:17]([Cl:20])=[CH:16][N:15]=1.CN([CH:24]=[O:25])C.[OH-].[Na+]. The catalyst is C1COCC1.O. The product is [Br:13][C:14]1[CH:19]=[C:18]([CH:24]=[O:25])[C:17]([Cl:20])=[CH:16][N:15]=1. The yield is 0.720. (2) The reactants are [CH3:1][C:2]1[O:6][N:5]=[C:4]([C:7]2[CH:12]=[CH:11][CH:10]=[CH:9][N:8]=2)[C:3]=1[CH2:13][CH2:14][C:15]1[S:16][C:17]([C:20]([OH:22])=O)=[CH:18][N:19]=1.[CH:23]1([NH2:26])[CH2:25][CH2:24]1. No catalyst specified. The product is [CH:23]1([NH:26][C:20]([C:17]2[S:16][C:15]([CH2:14][CH2:13][C:3]3[C:4]([C:7]4[CH:12]=[CH:11][CH:10]=[CH:9][N:8]=4)=[N:5][O:6][C:2]=3[CH3:1])=[N:19][CH:18]=2)=[O:22])[CH2:25][CH2:24]1. The yield is 0.800. (3) The reactants are C(OC(=O)[NH:7][CH2:8][CH:9]1[CH2:12][NH:11][CH2:10]1)(C)(C)C.Cl[C:15]1[C:24]2[C:19](=[CH:20][C:21]([O:27][CH3:28])=[C:22]([O:25][CH3:26])[CH:23]=2)[N:18]=[CH:17][N:16]=1.C(O)(C(F)(F)F)=O.C(Cl)Cl. The catalyst is C(O)(C)C. The product is [CH3:26][O:25][C:22]1[CH:23]=[C:24]2[C:19](=[CH:20][C:21]=1[O:27][CH3:28])[N:18]=[CH:17][N:16]=[C:15]2[N:11]1[CH2:10][CH:9]([CH2:8][NH2:7])[CH2:12]1. The yield is 0.380.